This data is from Peptide-MHC class II binding affinity with 134,281 pairs from IEDB. The task is: Regression. Given a peptide amino acid sequence and an MHC pseudo amino acid sequence, predict their binding affinity value. This is MHC class II binding data. (1) The peptide sequence is LPPWFPPMVEGAAAEGDDG. The MHC is DRB1_0101 with pseudo-sequence DRB1_0101. The binding affinity (normalized) is 0.193. (2) The peptide sequence is YEGQRVVFIQPSPVRD. The MHC is DRB4_0101 with pseudo-sequence DRB4_0103. The binding affinity (normalized) is 0.544. (3) The peptide sequence is EKKYFAATQKEPLAA. The MHC is HLA-DQA10501-DQB10301 with pseudo-sequence HLA-DQA10501-DQB10301. The binding affinity (normalized) is 0.259. (4) The peptide sequence is SGAGWSGMAEATSLD. The MHC is DRB4_0101 with pseudo-sequence DRB4_0103. The binding affinity (normalized) is 0.0587.